This data is from Experimentally validated miRNA-target interactions with 360,000+ pairs, plus equal number of negative samples. The task is: Binary Classification. Given a miRNA mature sequence and a target amino acid sequence, predict their likelihood of interaction. The miRNA is mmu-miR-493-3p with sequence UGAAGGUCCUACUGUGUGCCAGG. The protein sequence of the target gene is MSRQNLVALTVTTLLGVAVGGFVLWKGIQRRRRSKTSPVTQQPQQKVLGSRELPPPEDDQLHSSAPRSSWKERILKAKVVTVSQEAEWDQIEPLLRSELEDFPVLGIDCEWVNLEGKASPLSLLQMASPSGLCVLVRLPKLICGGKTLPRTLLDILADGTILKVGVGCSEDASKLLQDYGLVVRGCLDLRYLAMRQRNNLLCNGLSLKSLAETVLNFPLDKSLLLRCSNWDAETLTEDQVIYAARDAQISVALFLHLLGYPFSRNSPGEKNDDHSSWRKVLEKCQGVVDIPFRSKGMSRL.... Result: 0 (no interaction).